Predict the product of the given reaction. From a dataset of Forward reaction prediction with 1.9M reactions from USPTO patents (1976-2016). (1) The product is: [C:21]([O:20][C:18]([N:15]1[CH2:16][CH2:17][CH:12]([NH:11][S:8]([C:5]2[CH:6]=[CH:7][C:2]([B:27]3[O:31][C:30]([CH3:33])([CH3:32])[C:29]([CH3:35])([CH3:34])[O:28]3)=[CH:3][C:4]=2[O:25][CH3:26])(=[O:10])=[O:9])[CH2:13][CH2:14]1)=[O:19])([CH3:24])([CH3:23])[CH3:22]. Given the reactants Br[C:2]1[CH:7]=[CH:6][C:5]([S:8]([NH:11][CH:12]2[CH2:17][CH2:16][N:15]([C:18]([O:20][C:21]([CH3:24])([CH3:23])[CH3:22])=[O:19])[CH2:14][CH2:13]2)(=[O:10])=[O:9])=[C:4]([O:25][CH3:26])[CH:3]=1.[B:27]1([B:27]2[O:31][C:30]([CH3:33])([CH3:32])[C:29]([CH3:35])([CH3:34])[O:28]2)[O:31][C:30]([CH3:33])([CH3:32])[C:29]([CH3:35])([CH3:34])[O:28]1.C([O-])(=O)C.[K+], predict the reaction product. (2) Given the reactants [F:1][C:2]([F:7])([F:6])[CH2:3][CH2:4][OH:5].[C:8]1([CH3:18])[CH:13]=[CH:12][C:11]([S:14](Cl)(=[O:16])=[O:15])=[CH:10][CH:9]=1, predict the reaction product. The product is: [CH3:18][C:8]1[CH:13]=[CH:12][C:11]([S:14]([O:5][CH2:4][CH2:3][C:2]([F:7])([F:6])[F:1])(=[O:16])=[O:15])=[CH:10][CH:9]=1.